Dataset: Peptide-MHC class II binding affinity with 134,281 pairs from IEDB. Task: Regression. Given a peptide amino acid sequence and an MHC pseudo amino acid sequence, predict their binding affinity value. This is MHC class II binding data. (1) The peptide sequence is QPFPKTVWEQILNTW. The MHC is DRB3_0101 with pseudo-sequence DRB3_0101. The binding affinity (normalized) is 0.269. (2) The peptide sequence is PTHRHLKGEACPLPH. The MHC is DRB1_0901 with pseudo-sequence DRB1_0901. The binding affinity (normalized) is 0.356. (3) The peptide sequence is FIHFFTWGTMFVPKY. The MHC is DRB1_0101 with pseudo-sequence DRB1_0101. The binding affinity (normalized) is 0.389. (4) The peptide sequence is ERGYVKLEGRVIDLG. The MHC is HLA-DQA10102-DQB10501 with pseudo-sequence HLA-DQA10102-DQB10501. The binding affinity (normalized) is 0.322. (5) The binding affinity (normalized) is 0.177. The peptide sequence is SHIQSAVVCGRRHGV. The MHC is HLA-DQA10301-DQB10302 with pseudo-sequence HLA-DQA10301-DQB10302. (6) The peptide sequence is ALKESWGAIWRIDT. The MHC is DRB1_1101 with pseudo-sequence DRB1_1101. The binding affinity (normalized) is 0.415. (7) The peptide sequence is AAATAGETVYGAFAA. The MHC is HLA-DQA10501-DQB10301 with pseudo-sequence HLA-DQA10501-DQB10301. The binding affinity (normalized) is 0.638. (8) The peptide sequence is EICEVVLAKSPDTTC. The MHC is DRB1_1501 with pseudo-sequence DRB1_1501. The binding affinity (normalized) is 0.478.